From a dataset of Choline transporter screen with 302,306 compounds. Binary Classification. Given a drug SMILES string, predict its activity (active/inactive) in a high-throughput screening assay against a specified biological target. (1) The molecule is Clc1c(cc(NC(=O)CN(C(=O)c2c(N3CCOCC3)ccc([N+]([O-])=O)c2)C)cc1)C(F)(F)F. The result is 1 (active). (2) The molecule is Brc1cc(c2oc(SC3CCOC3=O)nn2)ccc1. The result is 0 (inactive). (3) The molecule is Clc1c2c(c(OCCCCN3CC(OC(C3)C)C)cc1)cccc2. The result is 0 (inactive). (4) The molecule is o1nc(nc1CCC(=O)Nc1cccnc1)c1ccccc1. The result is 0 (inactive). (5) The molecule is O=C1C(CCc2n(c3c(c12)cccc3)C)Cn1c(ncc1)C. The result is 1 (active). (6) The compound is S(CC(=O)NCC1OCCC1)c1[nH]c(c(n1)c1ccccc1)c1ccccc1. The result is 0 (inactive). (7) The molecule is S(=O)(=O)(N1CCC(CC1)C(=O)NCC1OCCC1)c1ccc(cc1)C. The result is 0 (inactive).